This data is from Forward reaction prediction with 1.9M reactions from USPTO patents (1976-2016). The task is: Predict the product of the given reaction. (1) Given the reactants [Cl:1][C:2]1[CH:7]=[C:6]([CH3:8])[CH:5]=[CH:4][N:3]=1.[Li+].CC([N-]C(C)C)C.[CH2:17]([O:19][C:20](=O)[O:21]CC)[CH3:18], predict the reaction product. The product is: [CH2:17]([O:19][C:20](=[O:21])[CH2:8][C:6]1[CH:5]=[CH:4][N:3]=[C:2]([Cl:1])[CH:7]=1)[CH3:18]. (2) Given the reactants [S-:1][C:2]#[N:3].[NH4+].II.[Cl:7][C:8]1[C:9]([CH3:15])=[C:10]([CH:12]=[CH:13][CH:14]=1)[NH2:11].O, predict the reaction product. The product is: [NH2:11][C:10]1[CH:12]=[CH:13][C:14]([S:1][C:2]#[N:3])=[C:8]([Cl:7])[C:9]=1[CH3:15]. (3) The product is: [CH3:1][O:2][C:3]1[C:12]([NH:13][C:14]([N:36]2[CH2:35][CH2:34][N:33]([C:25]3[CH:24]=[C:23]([O:22][CH3:21])[C:28]([O:29][CH3:30])=[C:27]([O:31][CH3:32])[CH:26]=3)[CH2:38][CH2:37]2)=[O:18])=[N:11][C:10]2[C:5](=[CH:6][CH:7]=[C:8]([O:19][CH3:20])[CH:9]=2)[N:4]=1. Given the reactants [CH3:1][O:2][C:3]1[C:12]([NH:13][C:14](=[O:18])OCC)=[N:11][C:10]2[C:5](=[CH:6][CH:7]=[C:8]([O:19][CH3:20])[CH:9]=2)[N:4]=1.[CH3:21][O:22][C:23]1[CH:24]=[C:25]([N:33]2[CH2:38][CH2:37][NH:36][CH2:35][CH2:34]2)[CH:26]=[C:27]([O:31][CH3:32])[C:28]=1[O:29][CH3:30], predict the reaction product. (4) The product is: [Cl:1][C:2]1[CH:3]=[CH:4][C:5]2[N:6]([CH:8]=[C:9]([NH:11][C:12]([C:14]3[CH:19]=[CH:18][C:17]([C:20]([CH3:28])([CH3:27])[CH2:21][C:22]([OH:24])=[O:23])=[CH:16][CH:15]=3)=[O:13])[N:10]=2)[CH:7]=1. Given the reactants [Cl:1][C:2]1[CH:3]=[CH:4][C:5]2[N:6]([CH:8]=[C:9]([NH:11][C:12]([C:14]3[CH:19]=[CH:18][C:17]([C:20]([CH3:28])([CH3:27])[CH2:21][C:22]([O:24]CC)=[O:23])=[CH:16][CH:15]=3)=[O:13])[N:10]=2)[CH:7]=1.CO.[OH-].[Li+], predict the reaction product. (5) Given the reactants C([O:8][N:9]1[C:15](=[O:16])[N:14]2[CH2:17][C@H:10]1[CH2:11][CH2:12][C@H:13]2[C:18]1[O:22][C:21]([CH2:23][CH2:24][NH:25][C:26](=[O:32])[O:27][C:28]([CH3:31])([CH3:30])[CH3:29])=[N:20][N:19]=1)C1C=CC=CC=1, predict the reaction product. The product is: [OH:8][N:9]1[C:15](=[O:16])[N:14]2[CH2:17][C@H:10]1[CH2:11][CH2:12][C@H:13]2[C:18]1[O:22][C:21]([CH2:23][CH2:24][NH:25][C:26](=[O:32])[O:27][C:28]([CH3:30])([CH3:29])[CH3:31])=[N:20][N:19]=1. (6) Given the reactants Br[C:2]1[CH:7]=[CH:6][C:5]([C:8]2[N:9]([CH2:14][C@@H:15]3[CH2:19][CH2:18][N:17]([C:20]([CH:22]4[CH2:24][CH2:23]4)=[O:21])[CH2:16]3)[C:10](=[O:13])[NH:11][N:12]=2)=[C:4]([Cl:25])[CH:3]=1.[NH:26]1[C:34]2[C:29](=[CH:30][CH:31]=[C:32](B(O)O)[CH:33]=2)[CH:28]=[CH:27]1.C([O-])([O-])=O.[K+].[K+].O1CCOCC1, predict the reaction product. The product is: [Cl:25][C:4]1[CH:3]=[C:2]([C:32]2[CH:33]=[C:34]3[C:29]([CH:28]=[CH:27][NH:26]3)=[CH:30][CH:31]=2)[CH:7]=[CH:6][C:5]=1[C:8]1[N:9]([CH2:14][C@@H:15]2[CH2:19][CH2:18][N:17]([C:20]([CH:22]3[CH2:24][CH2:23]3)=[O:21])[CH2:16]2)[C:10](=[O:13])[NH:11][N:12]=1.